From a dataset of Peptide-MHC class I binding affinity with 185,985 pairs from IEDB/IMGT. Regression. Given a peptide amino acid sequence and an MHC pseudo amino acid sequence, predict their binding affinity value. This is MHC class I binding data. (1) The peptide sequence is DLERKVESL. The MHC is HLA-A02:06 with pseudo-sequence HLA-A02:06. The binding affinity (normalized) is 0.249. (2) The peptide sequence is RSLFNTVATLY. The MHC is HLA-B42:01 with pseudo-sequence HLA-B42:01. The binding affinity (normalized) is 0. (3) The peptide sequence is YLVSIFLHL. The MHC is HLA-B15:01 with pseudo-sequence HLA-B15:01. The binding affinity (normalized) is 0.183. (4) The peptide sequence is HTQGYFPDW. The MHC is HLA-A31:01 with pseudo-sequence HLA-A31:01. The binding affinity (normalized) is 0.284. (5) The peptide sequence is SLYNTVCVI. The MHC is Mamu-B52 with pseudo-sequence Mamu-B52. The binding affinity (normalized) is 0.371. (6) The peptide sequence is SEYKGPVTDV. The MHC is HLA-B45:01 with pseudo-sequence HLA-B45:01. The binding affinity (normalized) is 0.666.